From a dataset of TCR-epitope binding with 47,182 pairs between 192 epitopes and 23,139 TCRs. Binary Classification. Given a T-cell receptor sequence (or CDR3 region) and an epitope sequence, predict whether binding occurs between them. The epitope is KLPDDFTGCV. The TCR CDR3 sequence is CASSQDPPPGPGEQYF. Result: 1 (the TCR binds to the epitope).